From a dataset of Full USPTO retrosynthesis dataset with 1.9M reactions from patents (1976-2016). Predict the reactants needed to synthesize the given product. (1) Given the product [C:1]([O:5][C:6](=[O:15])[NH:7][C@H:8]1[CH2:11][C@@H:10]([NH2:12])[CH2:9]1)([CH3:4])([CH3:2])[CH3:3], predict the reactants needed to synthesize it. The reactants are: [C:1]([O:5][C:6](=[O:15])[NH:7][C@H:8]1[CH2:11][C@@H:10]([N:12]=[N+]=[N-])[CH2:9]1)([CH3:4])([CH3:3])[CH3:2]. (2) The reactants are: I[C:2]1[C:7]([O:8][CH2:9][C:10]([CH3:12])=[CH2:11])=[CH:6][CH:5]=[CH:4][C:3]=1[O:13][CH3:14].C([SnH](CCCC)CCCC)CCC.O. Given the product [CH3:11][C:10]1([CH3:12])[C:2]2[C:3]([O:13][CH3:14])=[CH:4][CH:5]=[CH:6][C:7]=2[O:8][CH2:9]1, predict the reactants needed to synthesize it. (3) The reactants are: Cl.[Cl:2][C:3]1[CH:8]=[CH:7][C:6]([NH:9][NH2:10])=[CH:5][CH:4]=1.C(N(CC)CC)C.[OH:18][C:19]1([C:29]#[C:30][C:31]([C:33]2[CH:38]=[CH:37][C:36]([CH3:39])=[CH:35][CH:34]=2)=O)[CH2:28][CH2:27][C:22]2([O:26][CH2:25][CH2:24][O:23]2)[CH2:21][CH2:20]1. Given the product [Cl:2][C:3]1[CH:8]=[CH:7][C:6]([N:9]2[C:31]([C:33]3[CH:34]=[CH:35][C:36]([CH3:39])=[CH:37][CH:38]=3)=[CH:30][C:29]([C:19]3([OH:18])[CH2:28][CH2:27][C:22]4([O:23][CH2:24][CH2:25][O:26]4)[CH2:21][CH2:20]3)=[N:10]2)=[CH:5][CH:4]=1, predict the reactants needed to synthesize it.